Dataset: NCI-60 drug combinations with 297,098 pairs across 59 cell lines. Task: Regression. Given two drug SMILES strings and cell line genomic features, predict the synergy score measuring deviation from expected non-interaction effect. (1) Drug 2: CC1=C(C(=CC=C1)Cl)NC(=O)C2=CN=C(S2)NC3=CC(=NC(=N3)C)N4CCN(CC4)CCO. Synergy scores: CSS=21.4, Synergy_ZIP=3.33, Synergy_Bliss=7.45, Synergy_Loewe=-22.7, Synergy_HSA=3.71. Cell line: A549. Drug 1: CCC(=C(C1=CC=CC=C1)C2=CC=C(C=C2)OCCN(C)C)C3=CC=CC=C3.C(C(=O)O)C(CC(=O)O)(C(=O)O)O. (2) Drug 2: COCCOC1=C(C=C2C(=C1)C(=NC=N2)NC3=CC=CC(=C3)C#C)OCCOC.Cl. Synergy scores: CSS=24.9, Synergy_ZIP=-1.18, Synergy_Bliss=-1.000, Synergy_Loewe=-1.10, Synergy_HSA=-0.409. Drug 1: CC1C(C(CC(O1)OC2CC(OC(C2O)C)OC3=CC4=CC5=C(C(=O)C(C(C5)C(C(=O)C(C(C)O)O)OC)OC6CC(C(C(O6)C)O)OC7CC(C(C(O7)C)O)OC8CC(C(C(O8)C)O)(C)O)C(=C4C(=C3C)O)O)O)O. Cell line: NCI-H226.